Dataset: Forward reaction prediction with 1.9M reactions from USPTO patents (1976-2016). Task: Predict the product of the given reaction. (1) Given the reactants [CH3:1][N:2]1[CH:6]=[C:5]([C:7]([OH:9])=[O:8])[N:4]=[CH:3]1.[I-].[Cs+].C(=O)([O-])[O-].[Cs+].[Cs+].[NH2:18][C:19](=[O:62])[C:20]([CH3:61])([CH3:60])[CH2:21][NH:22][C:23]([C@H:25]([CH:57]([CH3:59])[CH3:58])[CH2:26][C@@H:27]1[O:31][CH2:30][N:29]([C:32]([O:34][CH2:35]Cl)=[O:33])[C@H:28]1[CH2:37][C@H:38]([CH2:42][C:43]1[CH:48]=[CH:47][C:46]([O:49][CH3:50])=[C:45]([O:51][CH2:52][CH2:53][CH2:54][O:55][CH3:56])[CH:44]=1)[CH:39]([CH3:41])[CH3:40])=[O:24], predict the reaction product. The product is: [NH2:18][C:19](=[O:62])[C:20]([CH3:60])([CH3:61])[CH2:21][NH:22][C:23]([C@H:25]([CH:57]([CH3:58])[CH3:59])[CH2:26][C@@H:27]1[O:31][CH2:30][N:29]([C:32]([O:34][CH2:35][O:8][C:7]([C:5]2[N:4]=[CH:3][N:2]([CH3:1])[CH:6]=2)=[O:9])=[O:33])[C@H:28]1[CH2:37][C@H:38]([CH2:42][C:43]1[CH:48]=[CH:47][C:46]([O:49][CH3:50])=[C:45]([O:51][CH2:52][CH2:53][CH2:54][O:55][CH3:56])[CH:44]=1)[CH:39]([CH3:40])[CH3:41])=[O:24]. (2) Given the reactants Br[C:2]1[CH:7]=[CH:6][C:5]([O:8][C:9]2[CH:14]=[CH:13][CH:12]=[C:11]([Cl:15])[CH:10]=2)=[C:4]([O:16][CH3:17])[CH:3]=1.[CH3:18][C:19]1([CH3:35])[C:23]([CH3:25])([CH3:24])[O:22][B:21]([B:21]2[O:22][C:23]([CH3:25])([CH3:24])[C:19]([CH3:35])([CH3:18])[O:20]2)[O:20]1.C([O-])(=O)C.[K+], predict the reaction product. The product is: [Cl:15][C:11]1[CH:10]=[C:9]([CH:14]=[CH:13][CH:12]=1)[O:8][C:5]1[CH:6]=[CH:7][C:2]([B:21]2[O:22][C:23]([CH3:25])([CH3:24])[C:19]([CH3:35])([CH3:18])[O:20]2)=[CH:3][C:4]=1[O:16][CH3:17]. (3) Given the reactants [CH3:1][N:2]1[C:6]([CH:7]=[O:8])=[CH:5][N:4]=[CH:3]1.[OH2:9].[C:10]1([CH3:20])C=CC(S(O)(=O)=O)=CC=1, predict the reaction product. The product is: [CH3:1][N:2]1[C:6]([CH:7]2[O:9][CH2:10][CH2:20][O:8]2)=[CH:5][N:4]=[CH:3]1.